This data is from Peptide-MHC class I binding affinity with 185,985 pairs from IEDB/IMGT. The task is: Regression. Given a peptide amino acid sequence and an MHC pseudo amino acid sequence, predict their binding affinity value. This is MHC class I binding data. (1) The peptide sequence is IPQSLDAWWTSL. The MHC is H-2-Ld with pseudo-sequence H-2-Ld. The binding affinity (normalized) is 0.871. (2) The peptide sequence is REFEAQNVP. The MHC is HLA-A31:01 with pseudo-sequence HLA-A31:01. The binding affinity (normalized) is 0.0847. (3) The peptide sequence is KRQEILDLWVY. The MHC is HLA-A26:01 with pseudo-sequence HLA-A26:01. The binding affinity (normalized) is 0.0380. (4) The peptide sequence is AEWDRVHPV. The MHC is H-2-Kk with pseudo-sequence H-2-Kk. The binding affinity (normalized) is 0.730. (5) The peptide sequence is SELAKGVAL. The MHC is HLA-B44:02 with pseudo-sequence HLA-B44:02. The binding affinity (normalized) is 0.549. (6) The peptide sequence is VVVPDYGTYK. The MHC is HLA-A03:01 with pseudo-sequence HLA-A03:01. The binding affinity (normalized) is 0.714.